From a dataset of Merck oncology drug combination screen with 23,052 pairs across 39 cell lines. Regression. Given two drug SMILES strings and cell line genomic features, predict the synergy score measuring deviation from expected non-interaction effect. (1) Drug 1: Cn1nnc2c(C(N)=O)ncn2c1=O. Drug 2: NC(=O)c1cccc2cn(-c3ccc(C4CCCNC4)cc3)nc12. Cell line: UACC62. Synergy scores: synergy=46.9. (2) Drug 1: CC(C)CC(NC(=O)C(Cc1ccccc1)NC(=O)c1cnccn1)B(O)O. Drug 2: CNC(=O)c1cc(Oc2ccc(NC(=O)Nc3ccc(Cl)c(C(F)(F)F)c3)cc2)ccn1. Cell line: UACC62. Synergy scores: synergy=-11.4. (3) Drug 1: O=S1(=O)NC2(CN1CC(F)(F)F)C1CCC2Cc2cc(C=CCN3CCC(C(F)(F)F)CC3)ccc2C1. Drug 2: Cn1cc(-c2cnn3c(N)c(Br)c(C4CCCNC4)nc23)cn1. Cell line: KPL1. Synergy scores: synergy=9.05. (4) Drug 1: CN(Cc1cnc2nc(N)nc(N)c2n1)c1ccc(C(=O)NC(CCC(=O)O)C(=O)O)cc1. Drug 2: O=C(O)C1(Cc2cccc(Nc3nccs3)n2)CCC(Oc2cccc(Cl)c2F)CC1. Cell line: SKMES1. Synergy scores: synergy=-7.51.